Task: Regression/Classification. Given a drug SMILES string, predict its absorption, distribution, metabolism, or excretion properties. Task type varies by dataset: regression for continuous measurements (e.g., permeability, clearance, half-life) or binary classification for categorical outcomes (e.g., BBB penetration, CYP inhibition). Dataset: cyp1a2_veith.. Dataset: CYP1A2 inhibition data for predicting drug metabolism from PubChem BioAssay (1) The compound is Cc1ccc(S(=O)(=O)/N=C(\c2ccc(F)cc2)n2c(C)nc3ccccc32)cc1. The result is 1 (inhibitor). (2) The compound is CCCN=Cc1c(CCC)[nH]n(-c2nc3ccccc3s2)c1=O. The result is 1 (inhibitor). (3) The drug is CC(=O)c1sc(N)c(C(=O)OC(C)C)c1C. The result is 1 (inhibitor).